From a dataset of Forward reaction prediction with 1.9M reactions from USPTO patents (1976-2016). Predict the product of the given reaction. (1) Given the reactants [C:1]([Cu])#[N:2].Br[C:5]1[CH:6]=[C:7]([CH:28]=[CH:29][C:30]=1[F:31])[C:8]([NH:10][C:11]1[C:12]([NH:17][C:18](=[O:27])[C:19]2[CH:24]=[CH:23][C:22]([O:25][CH3:26])=[CH:21][CH:20]=2)=[CH:13][CH:14]=[CH:15][CH:16]=1)=[O:9], predict the reaction product. The product is: [C:1]([C:5]1[CH:6]=[C:7]([CH:28]=[CH:29][C:30]=1[F:31])[C:8]([NH:10][C:11]1[C:12]([NH:17][C:18](=[O:27])[C:19]2[CH:24]=[CH:23][C:22]([O:25][CH3:26])=[CH:21][CH:20]=2)=[CH:13][CH:14]=[CH:15][CH:16]=1)=[O:9])#[N:2]. (2) Given the reactants [Cl:1][C:2]1[CH:8]=[CH:7][C:5]([NH2:6])=[CH:4][C:3]=1[N+:9]([O-:11])=[O:10].[CH2:12]([S:15](Cl)(=[O:17])=[O:16])[CH2:13][CH3:14], predict the reaction product. The product is: [Cl:1][C:2]1[CH:8]=[CH:7][C:5]([NH:6][S:15]([CH2:12][CH2:13][CH3:14])(=[O:17])=[O:16])=[CH:4][C:3]=1[N+:9]([O-:11])=[O:10]. (3) Given the reactants [S:1]1[CH:5]=[CH:4][N:3]=[C:2]1[CH2:6][N:7]1[CH2:12][CH2:11][CH2:10][CH2:9][CH2:8]1.C([Li])CCC.[CH2:18]([Sn:22](Cl)([CH2:27][CH2:28][CH2:29][CH3:30])[CH2:23][CH2:24][CH2:25][CH3:26])[CH2:19][CH2:20][CH3:21].C(=O)([O-])O.[Na+], predict the reaction product. The product is: [CH2:27]([Sn:22]([CH2:18][CH2:19][CH2:20][CH3:21])([CH2:23][CH2:24][CH2:25][CH3:26])[C:5]1[S:1][C:2]([CH2:6][N:7]2[CH2:8][CH2:9][CH2:10][CH2:11][CH2:12]2)=[N:3][CH:4]=1)[CH2:28][CH2:29][CH3:30]. (4) Given the reactants [F:1][C:2]1[C:3]([OH:12])=[C:4]([O:10][CH3:11])[CH:5]=[C:6]([CH:9]=1)[CH:7]=[O:8].I[CH3:14], predict the reaction product. The product is: [F:1][C:2]1[CH:9]=[C:6]([CH:5]=[C:4]([O:10][CH3:11])[C:3]=1[O:12][CH3:14])[CH:7]=[O:8].